From a dataset of Forward reaction prediction with 1.9M reactions from USPTO patents (1976-2016). Predict the product of the given reaction. Given the reactants C(=O)(O)[O-:2].[Na+].Cl.NO.[CH3:9][C:10]1[N:15]=[C:14]([C:16]#[N:17])[CH:13]=[C:12]([C:18]([F:21])([F:20])[F:19])[CH:11]=1, predict the reaction product. The product is: [CH3:9][C:10]1[N:15]=[C:14]([C:16]([NH2:17])=[O:2])[CH:13]=[C:12]([C:18]([F:21])([F:19])[F:20])[CH:11]=1.